Task: Predict which catalyst facilitates the given reaction.. Dataset: Catalyst prediction with 721,799 reactions and 888 catalyst types from USPTO (1) Reactant: [C:1]([C:3]1[CH:4]=[CH:5][C:6]([C:9]2([F:22])[CH2:14][CH2:13][N:12](C(OC(C)(C)C)=O)[CH2:11][CH2:10]2)=[N:7][CH:8]=1)#[N:2].[C:23]([OH:29])([C:25]([F:28])([F:27])[F:26])=[O:24]. Product: [F:26][C:25]([F:28])([F:27])[C:23]([OH:29])=[O:24].[F:22][C:9]1([C:6]2[CH:5]=[CH:4][C:3]([C:1]#[N:2])=[CH:8][N:7]=2)[CH2:14][CH2:13][NH:12][CH2:11][CH2:10]1. The catalyst class is: 4. (2) Reactant: Br[CH2:2][CH2:3][N:4]1[C:8]([CH2:9]Br)=[CH:7][C:6]([N+:11]([O-:13])=[O:12])=[N:5]1.[NH3:14]. Product: [N+:11]([C:6]1[CH:7]=[C:8]2[CH2:9][NH:14][CH2:2][CH2:3][N:4]2[N:5]=1)([O-:13])=[O:12]. The catalyst class is: 1.